This data is from Full USPTO retrosynthesis dataset with 1.9M reactions from patents (1976-2016). The task is: Predict the reactants needed to synthesize the given product. The reactants are: I[C:2]1[CH:7]=[CH:6][C:5]([O:8][CH3:9])=[CH:4][CH:3]=1.[O-]P([O-])([O-])=O.[K+].[K+].[K+].CNC1CCCCC1NC.[O:28]1[C:32]2=[CH:33][C:34]3[C:35]([C:40]#[N:41])=[CH:36][NH:37][C:38]=3[CH:39]=[C:31]2[O:30][CH2:29]1. Given the product [CH3:9][O:8][C:5]1[CH:6]=[CH:7][C:2]([N:37]2[C:38]3[CH:39]=[C:31]4[O:30][CH2:29][O:28][C:32]4=[CH:33][C:34]=3[C:35]([C:40]#[N:41])=[CH:36]2)=[CH:3][CH:4]=1, predict the reactants needed to synthesize it.